Task: Binary Classification. Given a miRNA mature sequence and a target amino acid sequence, predict their likelihood of interaction.. Dataset: Experimentally validated miRNA-target interactions with 360,000+ pairs, plus equal number of negative samples The miRNA is hsa-miR-16-5p with sequence UAGCAGCACGUAAAUAUUGGCG. The protein sequence of the target gene is MATKESRDAKAQLALSSSANQSKEVPENPNYALKCTLVGHTEAVSSVKFSPNGEWLASSSADRLIIIWGAYDGKYEKTLYGHNLEISDVAWSSDSSRLVSASDDKTLKLWDVRSGKCLKTLKGHSNYVFCCNFNPPSNLIISGSFDETVKIWEVKTGKCLKTLSAHSDPVSAVHFNCSGSLIVSGSYDGLCRIWDAASGQCLKTLVDDDNPPVSFVKFSPNGKYILTATLDNTLKLWDYSRGRCLKTYTGHKNEKYCIFANFSVTGGKWIVSGSEDNLVYIWNLQTKEIVQKLQGHTDVV.... Result: 1 (interaction).